From a dataset of Forward reaction prediction with 1.9M reactions from USPTO patents (1976-2016). Predict the product of the given reaction. The product is: [CH3:36][N:37]([CH3:38])[C:31]([C@@H:27]1[CH2:28][CH2:29][CH2:30][N:26]1[C:24](=[O:25])[CH2:23][NH:22][C:20]([C:18]1[CH:17]=[CH:16][C:13]2[N:14]([CH3:15])[C:10]([NH:9][C:7]3[S:8][C:4]4[CH:3]=[C:2]([Cl:1])[CH:35]=[CH:34][C:5]=4[N:6]=3)=[N:11][C:12]=2[CH:19]=1)=[O:21])=[O:32]. Given the reactants [Cl:1][C:2]1[CH:35]=[CH:34][C:5]2[N:6]=[C:7]([NH:9][C:10]3[N:14]([CH3:15])[C:13]4[CH:16]=[CH:17][C:18]([C:20]([NH:22][CH2:23][C:24]([N:26]5[CH2:30][CH2:29][CH2:28][C@H:27]5[C:31](O)=[O:32])=[O:25])=[O:21])=[CH:19][C:12]=4[N:11]=3)[S:8][C:4]=2[CH:3]=1.[CH3:36][NH:37][CH3:38].CN(C(ON1N=NC2C=CC=CC1=2)=[N+](C)C)C.F[P-](F)(F)(F)(F)F.CCN(C(C)C)C(C)C, predict the reaction product.